The task is: Predict the product of the given reaction.. This data is from Forward reaction prediction with 1.9M reactions from USPTO patents (1976-2016). (1) Given the reactants Cl[C:2]1[N:11]=[C:10]([NH:12][CH2:13][C:14]2[CH:19]=[CH:18][C:17]([NH:20][C:21](=[O:29])[C:22]3[CH:27]=[CH:26][C:25]([F:28])=[CH:24][CH:23]=3)=[CH:16][CH:15]=2)[C:9]2[C:4](=[CH:5][C:6]([CH3:30])=[CH:7][CH:8]=2)[N:3]=1.O1[CH2:36][CH2:35][O:34][CH2:33]C1, predict the reaction product. The product is: [F:28][C:25]1[CH:26]=[CH:27][C:22]([C:21]([NH:20][C:17]2[CH:18]=[CH:19][C:14]([CH2:13][NH:12][C:10]3[C:9]4[C:4](=[CH:5][C:6]([CH3:30])=[CH:7][CH:8]=4)[N:3]=[C:2]([N:3]4[CH2:4][CH2:5][CH2:6][C@H:36]4[CH2:35][O:34][CH3:33])[N:11]=3)=[CH:15][CH:16]=2)=[O:29])=[CH:23][CH:24]=1. (2) The product is: [NH2:24][C:20]1[CH:19]=[C:18]([C:8]2[N:6]3[N:7]=[C:2]([N:31]4[CH2:30][CH:29]5[CH2:25][N:26]([C:33]([O:35][C:36]([CH3:39])([CH3:38])[CH3:37])=[O:34])[CH2:27][CH:28]5[CH2:32]4)[CH:3]=[CH:4][C:5]3=[N:10][C:9]=2[C:11]2[CH:16]=[CH:15][C:14]([Cl:17])=[CH:13][CH:12]=2)[CH:23]=[CH:22][N:21]=1. Given the reactants Cl[C:2]1[CH:3]=[CH:4][C:5]2[N:6]([C:8]([C:18]3[CH:23]=[CH:22][N:21]=[C:20]([NH2:24])[CH:19]=3)=[C:9]([C:11]3[CH:16]=[CH:15][C:14]([Cl:17])=[CH:13][CH:12]=3)[N:10]=2)[N:7]=1.[CH2:25]1[CH:29]2[CH2:30][NH:31][CH2:32][CH:28]2[CH2:27][N:26]1[C:33]([O:35][C:36]([CH3:39])([CH3:38])[CH3:37])=[O:34], predict the reaction product. (3) Given the reactants [F:1][C:2]1[CH:3]=[C:4]([Cl:13])[C:5]([O:11][CH3:12])=[C:6]([CH:8]([NH2:10])[CH3:9])[CH:7]=1.F[C:15]1[CH:20]=[C:19]([F:21])[CH:18]=[CH:17][C:16]=1[S:22]([CH3:25])(=[O:24])=[O:23].C(N(CC)C(C)C)(C)C.ClCCl, predict the reaction product. The product is: [F:21][C:19]1[CH:20]=[CH:15][C:16]([S:22]([CH3:25])(=[O:24])=[O:23])=[C:17]([NH:10][CH:8]([C:6]2[CH:7]=[C:2]([F:1])[CH:3]=[C:4]([Cl:13])[C:5]=2[O:11][CH3:12])[CH3:9])[CH:18]=1. (4) Given the reactants [NH2:1][C:2]1[C:7]([C:8]#[N:9])=[C:6]([N:10]2[CH2:15][CH2:14][CH:13]([C:16]3[N:17]([CH2:32][CH2:33][NH:34][CH2:35][CH:36]4[CH2:38][CH2:37]4)[CH:18]=[C:19]([C:21]4[CH:26]=[CH:25][C:24]([F:27])=[C:23]([C:28]([F:31])([F:30])[F:29])[CH:22]=4)[N:20]=3)[CH2:12][CH2:11]2)[N:5]=[CH:4][N:3]=1.C(N)C(C)C, predict the reaction product. The product is: [NH2:1][C:2]1[C:7]([C:8]#[N:9])=[C:6]([N:10]2[CH2:11][CH2:12][CH:13]([C:16]3[N:17]([CH2:32][CH2:33][NH:34][CH2:35][CH:36]([CH3:38])[CH3:37])[CH:18]=[C:19]([C:21]4[CH:26]=[CH:25][C:24]([F:27])=[C:23]([C:28]([F:31])([F:30])[F:29])[CH:22]=4)[N:20]=3)[CH2:14][CH2:15]2)[N:5]=[CH:4][N:3]=1. (5) Given the reactants [Br:1][C:2]1[C:11]2[CH2:10][CH2:9][CH2:8][CH2:7][C:6]=2[CH:5]=[CH:4][C:3]=1[OH:12].I[CH2:14][CH3:15], predict the reaction product. The product is: [CH2:14]([O:12][C:3]1[CH:4]=[CH:5][C:6]2[CH2:7][CH2:8][CH2:9][CH2:10][C:11]=2[C:2]=1[Br:1])[CH3:15]. (6) Given the reactants [CH:1]1([C:4]2[C:13]3[C:8](=[CH:9][CH:10]=[CH:11][CH:12]=3)[CH:7]=[N:6][C:5]=2[N:14]([CH2:30][C:31]2[CH:36]=[CH:35][C:34]([O:37][C:38]([F:41])([F:40])[F:39])=[CH:33][CH:32]=2)[S:15]([C:18]2[CH:19]=[N:20][C:21]([C:24]3NC(=O)ON=3)=[CH:22][CH:23]=2)(=[O:17])=[O:16])[CH2:3][CH2:2]1.FC(F)(F)C1C2C(=CC=CC=2)C=NC=1N(CC1C=CC(OC(F)(F)F)=CC=1)S(C1C=NC(C2[NH:68][N:67]=CN=2)=CC=1)(=O)=O.FC(F)(F)C1C2C(=CC=CC=2)C=[N:87]C=1N(CC1C=CC(OC(F)(F)F)=CC=1)S(C1C=NC(C2NN=C(C)N=2)=CC=1)(=O)=O.C1(C2C3C(=CC=CC=3)C=NC=2N(CC2C=CC([O:159][C:160](F)(F)F)=CC=2)S(C2C=CC(C(O)=O)=C(C)C=2)(=O)=O)CC1.C1(C2C3C(=CC=CC=3)C=NC=2N(CC2C=CC(OC(F)(F)F)=CC=2)S(C2C=CC(C(O)=O)=C(N(C)C)C=2)(=O)=O)CC1, predict the reaction product. The product is: [CH:1]1([C:4]2[C:13]3[C:8](=[CH:9][CH:10]=[CH:11][CH:12]=3)[CH:7]=[N:6][C:5]=2[N:14]([CH2:30][C:31]2[CH:32]=[CH:33][C:34]([O:37][C:38]([F:41])([F:40])[F:39])=[CH:35][CH:36]=2)[S:15]([C:18]2[CH:19]=[CH:24][C:21]([N:20]3[C:160](=[O:159])[NH:68][N:67]=[N:87]3)=[CH:22][CH:23]=2)(=[O:17])=[O:16])[CH2:2][CH2:3]1.